From a dataset of Reaction yield outcomes from USPTO patents with 853,638 reactions. Predict the reaction yield, written as a fraction of the theoretical maximum amount of product (1.0 means a 100% yield; for example, 0.34 means a 34% yield). (1) The reactants are COCCO[AlH2-]OCCOC.[Na+].[CH:13]1([CH2:16][N:17]([CH2:39][CH2:40][CH3:41])[C:18]([C:20]2[N:24]3[CH2:25][CH2:26][N:27]([C:28]4[C:33]([CH3:34])=[CH:32][C:31]([CH3:35])=[CH:30][C:29]=4[CH3:36])[C:23]3=[N:22][C:21]=2[CH2:37]C)=O)[CH2:15][CH2:14]1.[OH-].[Na+]. The catalyst is C1(C)C=CC=CC=1. The product is [CH:13]1([CH2:16][N:17]([CH2:18][C:20]2[N:24]3[CH2:25][CH2:26][N:27]([C:28]4[C:33]([CH3:34])=[CH:32][C:31]([CH3:35])=[CH:30][C:29]=4[CH3:36])[C:23]3=[N:22][C:21]=2[CH3:37])[CH2:39][CH2:40][CH3:41])[CH2:15][CH2:14]1. The yield is 0.650. (2) The reactants are [C:1]([O:5][C@@H:6]([C:10]1[C:19]([CH2:20]N(C)C)=[CH:18][C:17]2[C:12](=[CH:13][CH:14]=[CH:15][CH:16]=2)[C:11]=1[C:24]1[CH:29]=[CH:28][C:27]([Cl:30])=[CH:26][CH:25]=1)[C:7]([OH:9])=[O:8])([CH3:4])([CH3:3])[CH3:2].C[N+]1([O-])CC[O:35]CC1.[C:39](#N)[CH3:40]. No catalyst specified. The product is [C:1]([O:5][C@@H:6]([C:10]1[C:19]([CH:20]=[O:35])=[CH:18][C:17]2[C:12](=[CH:13][CH:14]=[CH:15][CH:16]=2)[C:11]=1[C:24]1[CH:29]=[CH:28][C:27]([Cl:30])=[CH:26][CH:25]=1)[C:7]([O:9][CH2:39][CH3:40])=[O:8])([CH3:4])([CH3:3])[CH3:2]. The yield is 0.640. (3) The reactants are [Br:1][C:2]1[CH:10]=[C:9]2[C:5]([C:6]([CH3:11])=[CH:7][NH:8]2)=[CH:4][CH:3]=1.[H-].[Na+].[CH3:14][O:15][C:16]1[CH:21]=[CH:20][C:19]([S:22](Cl)(=[O:24])=[O:23])=[CH:18][C:17]=1[N:26]1[CH2:31][CH2:30][N:29]([C:32](=[O:37])[C:33]([Cl:36])([Cl:35])[Cl:34])[CH2:28][CH2:27]1. The catalyst is C1COCC1. The product is [Br:1][C:2]1[CH:10]=[C:9]2[C:5]([C:6]([CH3:11])=[CH:7][N:8]2[S:22]([C:19]2[CH:20]=[CH:21][C:16]([O:15][CH3:14])=[C:17]([N:26]3[CH2:27][CH2:28][N:29]([C:32](=[O:37])[C:33]([Cl:36])([Cl:34])[Cl:35])[CH2:30][CH2:31]3)[CH:18]=2)(=[O:23])=[O:24])=[CH:4][CH:3]=1. The yield is 0.375. (4) The reactants are [NH2:1][C:2]1[CH:7]=[CH:6][C:5]([C:8]2[N:13]=[C:12]([N:14]3[CH2:20][CH:19]4[O:21][CH:16]([CH2:17][CH2:18]4)[CH2:15]3)[N:11]=[C:10]([C:22]3[CH:27]=[CH:26][C:25]([NH:28][C:29]([NH:31][CH3:32])=[O:30])=[CH:24][CH:23]=3)[N:9]=2)=[CH:4][CH:3]=1.[N:33]1[CH:38]=[CH:37][C:36]([NH:39][C:40](=O)[O:41]C2C=CC=CC=2)=[CH:35][CH:34]=1. No catalyst specified. The product is [CH3:32][NH:31][C:29]([NH:28][C:25]1[CH:26]=[CH:27][C:22]([C:10]2[N:11]=[C:12]([N:14]3[CH2:20][CH:19]4[O:21][CH:16]([CH2:17][CH2:18]4)[CH2:15]3)[N:13]=[C:8]([C:5]3[CH:4]=[CH:3][C:2]([NH:1][C:40](=[O:41])[NH:39][C:36]4[CH:37]=[CH:38][N:33]=[CH:34][CH:35]=4)=[CH:7][CH:6]=3)[N:9]=2)=[CH:23][CH:24]=1)=[O:30]. The yield is 0.0400. (5) The reactants are [O:1]=[C:2]1[C:10]2([C:14]3=[CH:15][C:16]4[O:20][CH2:19][O:18][C:17]=4[CH:21]=[C:13]3[O:12][CH2:11]2)[C:9]2[C:4](=[CH:5][CH:6]=[CH:7][CH:8]=2)[N:3]1[CH2:22][C:23]1[O:27][C:26]([C:28]([F:31])([F:30])[F:29])=[C:25]([C:32]([O:34]CC)=[O:33])[CH:24]=1.[OH-].[Na+]. The catalyst is C(O)C.O. The product is [O:1]=[C:2]1[C:10]2([C:14]3=[CH:15][C:16]4[O:20][CH2:19][O:18][C:17]=4[CH:21]=[C:13]3[O:12][CH2:11]2)[C:9]2[C:4](=[CH:5][CH:6]=[CH:7][CH:8]=2)[N:3]1[CH2:22][C:23]1[O:27][C:26]([C:28]([F:31])([F:30])[F:29])=[C:25]([C:32]([OH:34])=[O:33])[CH:24]=1. The yield is 0.840.